This data is from Forward reaction prediction with 1.9M reactions from USPTO patents (1976-2016). The task is: Predict the product of the given reaction. (1) Given the reactants C(OC1C2C(=CC(OC)=CC=2)C(C2C=CC=CC=2)=C(C#N)N=1)C=C.Cl[C:26]1[C:35]2[C:30](=[CH:31][C:32]([O:36][CH3:37])=[CH:33][CH:34]=2)[C:29]([C:38]2[CH:43]=[CH:42][CH:41]=[C:40]([F:44])[CH:39]=2)=[C:28]([C:45]#[N:46])[N:27]=1.[CH3:47][N:48]1[CH:52]=[C:51]([CH2:53][OH:54])[N:50]=[CH:49]1, predict the reaction product. The product is: [F:44][C:40]1[CH:39]=[C:38]([C:29]2[C:30]3[C:35](=[CH:34][CH:33]=[C:32]([O:36][CH3:37])[CH:31]=3)[C:26]([O:54][CH2:53][C:51]3[N:50]=[CH:49][N:48]([CH3:47])[CH:52]=3)=[N:27][C:28]=2[C:45]#[N:46])[CH:43]=[CH:42][CH:41]=1. (2) Given the reactants [Cl:1][C:2]1[C:18]([Cl:19])=[C:17]([CH2:20][CH2:21][CH:22]([OH:38])[C:23]2[S:24][C:25]([C:28]3[CH:33]=[CH:32][C:31]([C:34]([F:37])([F:36])[F:35])=[CH:30][CH:29]=3)=[CH:26][CH:27]=2)[CH:16]=[CH:15][C:3]=1[O:4][C:5]([CH3:14])([CH3:13])[C:6]([O:8][C:9]([CH3:12])([CH3:11])[CH3:10])=[O:7].[H-].[Na+].[I:41][C:42]1[CH:49]=[CH:48][C:45]([CH2:46]Br)=[CH:44][CH:43]=1, predict the reaction product. The product is: [I:41][C:42]1[CH:49]=[CH:48][C:45]([CH2:46][O:38][CH:22]([C:23]2[S:24][C:25]([C:28]3[CH:33]=[CH:32][C:31]([C:34]([F:35])([F:36])[F:37])=[CH:30][CH:29]=3)=[CH:26][CH:27]=2)[CH2:21][CH2:20][C:17]2[CH:16]=[CH:15][C:3]([O:4][C:5]([CH3:13])([CH3:14])[C:6]([O:8][C:9]([CH3:12])([CH3:11])[CH3:10])=[O:7])=[C:2]([Cl:1])[C:18]=2[Cl:19])=[CH:44][CH:43]=1. (3) Given the reactants [Cl:1][C:2]1[CH:3]=[C:4](/[C:12](=[N:16]\[O:17][CH:18]2[CH2:22][CH2:21][CH2:20][CH2:19]2)/[C:13]([OH:15])=O)[CH:5]=[CH:6][C:7]=1[S:8]([CH3:11])(=[O:10])=[O:9].[N:23]1[CH:28]=[CH:27][CH:26]=[C:25]([CH2:29][N:30]2[CH:34]=[CH:33][C:32]([NH2:35])=[N:31]2)[CH:24]=1.C(N(CC)C(C)C)(C)C, predict the reaction product. The product is: [Cl:1][C:2]1[CH:3]=[C:4](/[C:12](=[N:16]\[O:17][CH:18]2[CH2:22][CH2:21][CH2:20][CH2:19]2)/[C:13]([NH:35][C:32]2[CH:33]=[CH:34][N:30]([CH2:29][C:25]3[CH:24]=[N:23][CH:28]=[CH:27][CH:26]=3)[N:31]=2)=[O:15])[CH:5]=[CH:6][C:7]=1[S:8]([CH3:11])(=[O:9])=[O:10]. (4) Given the reactants [C:1]([C:3]1[CH:4]=[C:5]([C:13]2[O:17][N:16]=[C:15]([C:18]3[CH:35]=[CH:34][C:21]4[CH2:22][CH2:23][N:24](C(OC(C)(C)C)=O)[CH2:25][CH2:26][C:20]=4[CH:19]=3)[N:14]=2)[CH:6]=[N:7][C:8]=1[O:9][CH2:10][CH2:11][CH3:12])#[N:2].FC(F)(F)C(O)=O, predict the reaction product. The product is: [CH2:10]([O:9][C:8]1[C:3]([C:1]#[N:2])=[CH:4][C:5]([C:13]2[O:17][N:16]=[C:15]([C:18]3[CH:35]=[CH:34][C:21]4[CH2:22][CH2:23][NH:24][CH2:25][CH2:26][C:20]=4[CH:19]=3)[N:14]=2)=[CH:6][N:7]=1)[CH2:11][CH3:12]. (5) Given the reactants C([O:8][N:9]([CH:21]=[O:22])[CH2:10][C@@H:11]([CH2:15][CH:16]1[CH2:20][CH2:19][CH2:18][CH2:17]1)[C:12]([OH:14])=O)C1C=CC=CC=1.Cl.C(OC(=O)[N:33]([CH:42]1[CH2:47][CH2:46][N:45]([C:48](=[O:55])[C@@H:49]([NH2:54])[C:50]([CH3:53])([CH3:52])[CH3:51])[CH2:44][CH2:43]1)[CH2:34][C:35]1[CH:40]=[CH:39][C:38]([CH3:41])=[CH:37][CH:36]=1)C1C=CC=CC=1, predict the reaction product. The product is: [CH:16]1([CH2:15][C@H:11]([CH2:10][N:9]([CH:21]=[O:22])[OH:8])[C:12]([NH:54][C@H:49]([C:48]([N:45]2[CH2:44][CH2:43][CH:42]([NH:33][CH2:34][C:35]3[CH:40]=[CH:39][C:38]([CH3:41])=[CH:37][CH:36]=3)[CH2:47][CH2:46]2)=[O:55])[C:50]([CH3:51])([CH3:52])[CH3:53])=[O:14])[CH2:17][CH2:18][CH2:19][CH2:20]1. (6) Given the reactants [N:1]1([C:5]([C:7]2[CH:8]=[C:9]([Cl:29])[C:10]([O:13][C:14]3[CH:15]=[C:16]([CH:20]=[C:21]([O:23][CH:24]([CH2:27][F:28])[CH2:25][F:26])[CH:22]=3)[C:17](O)=[O:18])=[N:11][CH:12]=2)=[O:6])[CH2:4][CH2:3][CH2:2]1.N1C=CC=CC=1.[NH2:36][C:37]1[CH:42]=[N:41][C:40]([CH3:43])=[CH:39][N:38]=1, predict the reaction product. The product is: [N:1]1([C:5]([C:7]2[CH:8]=[C:9]([Cl:29])[C:10]([O:13][C:14]3[CH:15]=[C:16]([CH:20]=[C:21]([O:23][CH:24]([CH2:25][F:26])[CH2:27][F:28])[CH:22]=3)[C:17]([NH:36][C:37]3[CH:42]=[N:41][C:40]([CH3:43])=[CH:39][N:38]=3)=[O:18])=[N:11][CH:12]=2)=[O:6])[CH2:4][CH2:3][CH2:2]1.